From a dataset of Catalyst prediction with 721,799 reactions and 888 catalyst types from USPTO. Predict which catalyst facilitates the given reaction. (1) Reactant: [CH3:1][O:2][C:3](=[O:18])[C:4]1[CH:9]=[CH:8][CH:7]=[C:6]([C:10]2[N:11]=[C:12]([CH3:17])[S:13][C:14]=2[CH2:15]Br)[CH:5]=1.CC([O-])=[O:21].[K+].CO. Product: [CH3:1][O:2][C:3](=[O:18])[C:4]1[CH:9]=[CH:8][CH:7]=[C:6]([C:10]2[N:11]=[C:12]([CH3:17])[S:13][C:14]=2[CH2:15][OH:21])[CH:5]=1. The catalyst class is: 3. (2) Reactant: [C:1]([C:4]1[CH:28]=[CH:27][C:7]([O:8][CH2:9][C:10]2[CH:15]=[CH:14][C:13]([CH:16](O)[C:17]3[CH:18]=[C:19]([CH:23]=[CH:24][CH:25]=3)[C:20]([OH:22])=[O:21])=[CH:12][CH:11]=2)=[C:6]([CH3:29])[C:5]=1[OH:30])(=[O:3])[CH3:2].C([SiH](CC)CC)C.B(F)(F)F.CCOCC.ClCCl. Product: [C:1]([C:4]1[CH:28]=[CH:27][C:7]([O:8][CH2:9][C:10]2[CH:11]=[CH:12][C:13]([CH2:16][C:17]3[CH:18]=[C:19]([CH:23]=[CH:24][CH:25]=3)[C:20]([OH:22])=[O:21])=[CH:14][CH:15]=2)=[C:6]([CH3:29])[C:5]=1[OH:30])(=[O:3])[CH3:2]. The catalyst class is: 6. (3) Reactant: [NH2:1][C:2]1[CH:11]=[CH:10][C:5]2[NH:6][C:7](=[O:9])[S:8][C:4]=2[CH:3]=1.[C:12]([C:16]1[CH:24]=[CH:23][C:19]([C:20](Cl)=[O:21])=[CH:18][CH:17]=1)([CH3:15])([CH3:14])[CH3:13]. Product: [C:12]([C:16]1[CH:17]=[CH:18][C:19]([C:20]([NH:1][C:2]2[CH:11]=[CH:10][C:5]3[NH:6][C:7](=[O:9])[S:8][C:4]=3[CH:3]=2)=[O:21])=[CH:23][CH:24]=1)([CH3:15])([CH3:13])[CH3:14]. The catalyst class is: 338. (4) Reactant: C(OC([NH:8][CH:9]1[C:18]2[C:13](=[CH:14][CH:15]=[C:16]([NH:19][C:20]([C:22]3[C:31](=[O:32])[C:30]4[C:25](=[CH:26][CH:27]=[CH:28][CH:29]=4)[NH:24][CH:23]=3)=[O:21])[CH:17]=2)[CH2:12][CH2:11][CH2:10]1)=O)(C)(C)C.C(O)(C(F)(F)F)=O. Product: [NH2:8][CH:9]1[C:18]2[C:13](=[CH:14][CH:15]=[C:16]([NH:19][C:20]([C:22]3[C:31](=[O:32])[C:30]4[C:25](=[CH:26][CH:27]=[CH:28][CH:29]=4)[NH:24][CH:23]=3)=[O:21])[CH:17]=2)[CH2:12][CH2:11][CH2:10]1. The catalyst class is: 4.